From a dataset of Forward reaction prediction with 1.9M reactions from USPTO patents (1976-2016). Predict the product of the given reaction. (1) Given the reactants [F:1][C:2]1[CH:7]=[C:6]([F:8])[CH:5]=[CH:4][C:3]=1[C@@H:9]1[CH2:13][NH:12][CH2:11][C@H:10]1[C:14]([O:16][CH3:17])=[O:15].CCN(C(C)C)C(C)C.[Cl:27][C:28]1[N:29]=[N:30][C:31](Cl)=[CH:32][CH:33]=1, predict the reaction product. The product is: [F:1][C:2]1[CH:7]=[C:6]([F:8])[CH:5]=[CH:4][C:3]=1[C@@H:9]1[CH2:13][N:12]([C:31]2[N:30]=[N:29][C:28]([Cl:27])=[CH:33][CH:32]=2)[CH2:11][C@H:10]1[C:14]([O:16][CH3:17])=[O:15]. (2) Given the reactants [CH3:1][O:2][C:3](=[O:37])[C:4]1[CH:9]=[CH:8][C:7]([C:10]([C:17]2[N:26](S(C3C=CC=CC=3)(=O)=O)[C:20]3=[N:21][CH:22]=[C:23]([CH3:25])[CH:24]=[C:19]3[CH:18]=2)=[CH:11][CH:12]2[CH2:16][CH2:15][CH2:14][CH2:13]2)=[CH:6][C:5]=1[F:36].[F-].C([N+](CCCC)(CCCC)CCCC)CCC.O1CCCC1, predict the reaction product. The product is: [CH3:1][O:2][C:3](=[O:37])[C:4]1[CH:9]=[CH:8][C:7]([C:10]([C:17]2[NH:26][C:20]3=[N:21][CH:22]=[C:23]([CH3:25])[CH:24]=[C:19]3[CH:18]=2)=[CH:11][CH:12]2[CH2:13][CH2:14][CH2:15][CH2:16]2)=[CH:6][C:5]=1[F:36]. (3) Given the reactants Cl[C:2]1[N:9]=[C:8]([C:10]([F:13])([F:12])[F:11])[CH:7]=[CH:6][C:3]=1[C:4]#[N:5].[OH:14][C:15]1[C:16]([O:23][CH3:24])=[C:17]([CH:20]=[CH:21][CH:22]=1)[CH:18]=[O:19].[F-].[K+].[OH-].[Na+], predict the reaction product. The product is: [CH:18]([C:17]1[C:16]([O:23][CH3:24])=[C:15]([CH:22]=[CH:21][CH:20]=1)[O:14][C:2]1[N:9]=[C:8]([C:10]([F:13])([F:12])[F:11])[CH:7]=[CH:6][C:3]=1[C:4]#[N:5])=[O:19]. (4) Given the reactants [H-].[Na+].[C:3]([NH:22][C:23]1[N:28]=[CH:27][C:26]([CH2:29][OH:30])=[CH:25][CH:24]=1)([C:16]1[CH:21]=[CH:20][CH:19]=[CH:18][CH:17]=1)([C:10]1[CH:15]=[CH:14][CH:13]=[CH:12][CH:11]=1)[C:4]1[CH:9]=[CH:8][CH:7]=[CH:6][CH:5]=1.I[CH3:32], predict the reaction product. The product is: [CH3:32][O:30][CH2:29][C:26]1[CH:25]=[CH:24][C:23]([NH:22][C:3]([C:10]2[CH:11]=[CH:12][CH:13]=[CH:14][CH:15]=2)([C:4]2[CH:9]=[CH:8][CH:7]=[CH:6][CH:5]=2)[C:16]2[CH:21]=[CH:20][CH:19]=[CH:18][CH:17]=2)=[N:28][CH:27]=1. (5) Given the reactants C1(P(N=[N+]=[N-])(C2C=CC=CC=2)=[O:8])C=CC=CC=1.[CH2:18]([O:25][C:26]([N:28]1[CH2:33][CH2:32][N:31]([CH2:34][C:35]2(C(O)=O)[CH2:40][CH2:39][N:38]([C:41]([O:43][C:44]([CH3:47])([CH3:46])[CH3:45])=[O:42])[CH2:37][CH2:36]2)[C:30](=[O:51])[CH2:29]1)=[O:27])[C:19]1[CH:24]=[CH:23][CH:22]=[CH:21][CH:20]=1.C([N:54]([CH2:57]C)CC)C.C1(C)C=CC=CC=1.[CH2:66]([OH:68])[CH3:67], predict the reaction product. The product is: [C:44]([O:43][C:41]([N:38]1[CH2:39][CH2:40][C:35]([CH2:34][N:31]2[CH2:32][CH2:33][N:28]([C:26]([O:25][CH2:18][C:19]3[CH:24]=[CH:23][CH:22]=[CH:21][CH:20]=3)=[O:27])[CH2:29][C:30]2=[O:51])([NH:54][C:57]([O:68][CH2:66][CH3:67])=[O:8])[CH2:36][CH2:37]1)=[O:42])([CH3:47])([CH3:46])[CH3:45]. (6) Given the reactants [CH3:1][O:2][C:3](=[O:19])[CH2:4][C:5]1[CH:10]=[CH:9][CH:8]=[C:7]([NH:11][C:12]2[N:17]=[C:16](Cl)[N:15]=[CH:14][N:13]=2)[CH:6]=1.[Cl:20][C:21]1[NH:22][C:23]2[CH:29]=[CH:28][CH:27]=[CH:26][C:24]=2[N:25]=1.C([O-])([O-])=O.[K+].[K+], predict the reaction product. The product is: [CH3:1][O:2][C:3](=[O:19])[CH2:4][C:5]1[CH:10]=[CH:9][CH:8]=[C:7]([NH:11][C:12]2[N:17]=[C:16]([N:22]3[C:23]4[CH:29]=[CH:28][CH:27]=[CH:26][C:24]=4[N:25]=[C:21]3[Cl:20])[N:15]=[CH:14][N:13]=2)[CH:6]=1. (7) Given the reactants [CH3:1][C:2]1[N:7]=[C:6]([C:8]2[C:9]([C:16]3[CH:17]=[CH:18][C:19]4[N:23]=[CH:22][N:21]([CH2:24][CH2:25][CH2:26]OS(C)(=O)=O)[C:20]=4[CH:32]=3)=[C:10]3[CH2:15][CH2:14][CH2:13][N:11]3[N:12]=2)[CH:5]=[CH:4][CH:3]=1.CS(O)(=O)=O.[CH3:38][NH:39][CH3:40], predict the reaction product. The product is: [CH3:38][N:39]([CH3:40])[CH2:26][CH2:25][CH2:24][N:21]1[C:20]2[CH:32]=[C:16]([C:9]3[C:8]([C:6]4[CH:5]=[CH:4][CH:3]=[C:2]([CH3:1])[N:7]=4)=[N:12][N:11]4[CH2:13][CH2:14][CH2:15][C:10]=34)[CH:17]=[CH:18][C:19]=2[N:23]=[CH:22]1.